Dataset: CYP2C19 inhibition data for predicting drug metabolism from PubChem BioAssay. Task: Regression/Classification. Given a drug SMILES string, predict its absorption, distribution, metabolism, or excretion properties. Task type varies by dataset: regression for continuous measurements (e.g., permeability, clearance, half-life) or binary classification for categorical outcomes (e.g., BBB penetration, CYP inhibition). Dataset: cyp2c19_veith. (1) The result is 0 (non-inhibitor). The molecule is c1cc(CSc2ncnc3nc[nH]c23)ccn1. (2) The drug is COc1ccc(CNc2ncncc2-c2cccc(C#N)c2)c(OC)c1. The result is 1 (inhibitor).